Dataset: Forward reaction prediction with 1.9M reactions from USPTO patents (1976-2016). Task: Predict the product of the given reaction. (1) Given the reactants [CH:1]1([N:7]2[C:11]([CH2:12][CH2:13][O:14][CH3:15])=[C:10]([C:16]([OH:18])=O)[CH:9]=[N:8]2)[CH2:6][CH2:5][CH2:4][CH2:3][CH2:2]1.[N:19]1([CH2:24][C:25]2[CH:30]=[CH:29][C:28]([C:31](=[N:33]O)[NH2:32])=[CH:27][CH:26]=2)[CH:23]=[N:22][CH:21]=[N:20]1, predict the reaction product. The product is: [N:19]1([CH2:24][C:25]2[CH:30]=[CH:29][C:28]([C:31]3[N:32]=[C:16]([C:10]4[CH:9]=[N:8][N:7]([CH:1]5[CH2:2][CH2:3][CH2:4][CH2:5][CH2:6]5)[C:11]=4[CH2:12][CH2:13][O:14][CH3:15])[O:18][N:33]=3)=[CH:27][CH:26]=2)[CH:23]=[N:22][CH:21]=[N:20]1. (2) Given the reactants [CH3:1][O:2][C:3]1[C:8]([CH2:9][C:10]2[S:14][C:13]([NH2:15])=[N:12][CH:11]=2)=[CH:7][CH:6]=[CH:5][N:4]=1.[O:16]1[C:20]2[CH:21]=[CH:22][C:23]([C:25]3([C:28](O)=[O:29])[CH2:27][CH2:26]3)=[CH:24][C:19]=2[O:18][CH2:17]1.C(N(CC)CC)C.F[P-](F)(F)(F)(F)F.N1(OC(N(C)C)=[N+](C)C)C2N=CC=CC=2N=N1, predict the reaction product. The product is: [CH3:1][O:2][C:3]1[C:8]([CH2:9][C:10]2[S:14][C:13]([NH:15][C:28]([C:25]3([C:23]4[CH:22]=[CH:21][C:20]5[O:16][CH2:17][O:18][C:19]=5[CH:24]=4)[CH2:27][CH2:26]3)=[O:29])=[N:12][CH:11]=2)=[CH:7][CH:6]=[CH:5][N:4]=1. (3) Given the reactants [N+:1]([O-:4])(O)=[O:2].OS(O)(=O)=O.[F:10][C:11]1[CH:12]=[C:13]([CH:17]=[C:18]([F:20])[CH:19]=1)[C:14]([OH:16])=[O:15], predict the reaction product. The product is: [F:10][C:11]1[C:12]([N+:1]([O-:4])=[O:2])=[C:13]([CH:17]=[C:18]([F:20])[CH:19]=1)[C:14]([OH:16])=[O:15]. (4) Given the reactants Cl[CH2:2][CH2:3][C:4]([N:6]1[C:14]2[C:9](=[CH:10][C:11]([C:15]#[N:16])=[CH:12][CH:13]=2)[CH2:8][CH2:7]1)=[O:5].[C:17]([O:21][C:22]([N:24]1[CH2:31][CH:30]2[O:32][CH:26]([CH2:27][NH:28][CH2:29]2)[CH2:25]1)=[O:23])([CH3:20])([CH3:19])[CH3:18].C(=O)([O-])[O-].[K+].[K+], predict the reaction product. The product is: [O:5]=[C:4]([N:6]1[C:14]2[C:9](=[CH:10][C:11]([C:15]#[N:16])=[CH:12][CH:13]=2)[CH2:8][CH2:7]1)[CH2:3][CH2:2][N:28]1[CH2:27][CH:26]2[O:32][CH:30]([CH2:31][N:24]([C:22]([O:21][C:17]([CH3:20])([CH3:19])[CH3:18])=[O:23])[CH2:25]2)[CH2:29]1. (5) Given the reactants [CH3:1][CH:2]1[CH2:6][C:5]2[CH:7]=[CH:8][CH:9]=[CH:10][C:4]=2[O:3]1.Cl[P:12](Cl)[CH2:13][CH2:14][CH2:15][P:16](Cl)Cl, predict the reaction product. The product is: [CH3:1][CH:2]1[CH2:6][C:5]2[CH:7]=[CH:8][CH:9]=[C:10]([P:12]([C:10]3[C:4]4[O:3][CH:2]([CH3:1])[CH2:6][C:5]=4[CH:7]=[CH:8][CH:9]=3)[CH2:13][CH2:14][CH2:15][P:16]([C:10]3[C:4]4[O:3][CH:2]([CH3:1])[CH2:6][C:5]=4[CH:7]=[CH:8][CH:9]=3)[C:10]3[C:4]4[O:3][CH:2]([CH3:1])[CH2:6][C:5]=4[CH:7]=[CH:8][CH:9]=3)[C:4]=2[O:3]1.